The task is: Predict the product of the given reaction.. This data is from Forward reaction prediction with 1.9M reactions from USPTO patents (1976-2016). (1) Given the reactants CO[C:3](=[O:18])[CH2:4][C@:5]([NH2:17])([C:8]1[CH:13]=[CH:12][CH:11]=[C:10]([N+:14]([O-:16])=[O:15])[CH:9]=1)[CH2:6][CH3:7].[CH3:19][NH:20][C:21]([NH:23][C:24](=[O:30])[O:25][C:26]([CH3:29])([CH3:28])[CH3:27])=S, predict the reaction product. The product is: [C:26]([O:25][C:24](=[O:30])[NH:23][C:21]1[N:20]([CH3:19])[C:3](=[O:18])[CH2:4][C@@:5]([CH2:6][CH3:7])([C:8]2[CH:13]=[CH:12][CH:11]=[C:10]([N+:14]([O-:16])=[O:15])[CH:9]=2)[N:17]=1)([CH3:29])([CH3:28])[CH3:27]. (2) Given the reactants [CH2:1]([N:3]([CH2:27][CH3:28])[CH2:4][CH2:5][CH2:6][O:7][C:8]1[N:13]=[CH:12][C:11]([NH:14][C:15]([C:17]2[C:25]3[C:24](=O)[CH2:23][CH2:22][CH2:21][C:20]=3[NH:19][N:18]=2)=[O:16])=[CH:10][CH:9]=1)[CH3:2].[CH3:29][N:30]([CH:32](N(C)C)[N:33](C)C)C.C(O)(=O)C.C(N)=N.[Na+].[Cl-].C(=O)([O-])[O-].[Na+].[Na+], predict the reaction product. The product is: [CH2:1]([N:3]([CH2:27][CH3:28])[CH2:4][CH2:5][CH2:6][O:7][C:8]1[N:13]=[CH:12][C:11]([NH:14][C:15]([C:17]2[C:25]3[C:24]4[N:33]=[CH:32][N:30]=[CH:29][C:23]=4[CH2:22][CH2:21][C:20]=3[NH:19][N:18]=2)=[O:16])=[CH:10][CH:9]=1)[CH3:2]. (3) Given the reactants [CH3:1][C:2]1[C:7]([N+:8]([O-:10])=[O:9])=[CH:6][CH:5]=[CH:4][C:3]=1[C:11]([N:13]1[CH2:18][CH2:17][N:16]([CH3:19])[CH2:15][CH2:14]1)=[O:12].CO[CH:22](OC)[N:23]([CH3:25])[CH3:24].N1CC[CH2:30][CH2:29]1.[OH-].[Na+], predict the reaction product. The product is: [CH3:19][N:16]1[CH2:15][CH2:14][N:13]([C:11]([C:3]2[CH:4]=[CH:5][CH:6]=[C:7]([N+:8]([O-:10])=[O:9])[C:2]=2[CH:1]=[CH:25][N:23]2[CH2:22][CH2:30][CH2:29][CH2:24]2)=[O:12])[CH2:18][CH2:17]1. (4) Given the reactants [OH:1][C:2]1[CH:7]=[CH:6][C:5]([C:8](=[O:10])[CH3:9])=[CH:4][CH:3]=1.C(=O)([O-])[O-].[K+].[K+].[F:17][C:18]([F:32])([F:31])[C:19]([F:30])([F:29])[C:20]([F:28])([F:27])[O:21][C:22]([F:26])=[C:23]([F:25])[F:24].C(C1C=CC=C(OC(F)(F)C(F)OC(F)(F)C(F)(OC(F)(F)C(F)(F)C(F)(F)F)C(F)(F)F)C=1)#C, predict the reaction product. The product is: [F:25][C:23]([F:24])([O:1][C:2]1[CH:7]=[CH:6][C:5]([C:8](=[O:10])[CH3:9])=[CH:4][CH:3]=1)[CH:22]([F:26])[O:21][C:20]([F:27])([F:28])[C:19]([F:29])([F:30])[C:18]([F:17])([F:31])[F:32].